Dataset: NCI-60 drug combinations with 297,098 pairs across 59 cell lines. Task: Regression. Given two drug SMILES strings and cell line genomic features, predict the synergy score measuring deviation from expected non-interaction effect. (1) Drug 1: C1=CN(C(=O)N=C1N)C2C(C(C(O2)CO)O)O.Cl. Drug 2: C(CCl)NC(=O)N(CCCl)N=O. Cell line: SNB-19. Synergy scores: CSS=39.6, Synergy_ZIP=-6.90, Synergy_Bliss=-1.10, Synergy_Loewe=-21.7, Synergy_HSA=2.49. (2) Drug 2: C1=CC=C(C=C1)NC(=O)CCCCCCC(=O)NO. Cell line: EKVX. Synergy scores: CSS=33.7, Synergy_ZIP=7.59, Synergy_Bliss=9.63, Synergy_Loewe=-7.97, Synergy_HSA=9.96. Drug 1: C1=CC(=C2C(=C1NCCNCCO)C(=O)C3=C(C=CC(=C3C2=O)O)O)NCCNCCO. (3) Drug 1: C1C(C(OC1N2C=NC3=C(N=C(N=C32)Cl)N)CO)O. Drug 2: CC1C(C(CC(O1)OC2CC(OC(C2O)C)OC3=CC4=CC5=C(C(=O)C(C(C5)C(C(=O)C(C(C)O)O)OC)OC6CC(C(C(O6)C)O)OC7CC(C(C(O7)C)O)OC8CC(C(C(O8)C)O)(C)O)C(=C4C(=C3C)O)O)O)O. Cell line: COLO 205. Synergy scores: CSS=59.7, Synergy_ZIP=-0.464, Synergy_Bliss=-2.20, Synergy_Loewe=-10.6, Synergy_HSA=-0.473. (4) Drug 1: CN1CCC(CC1)COC2=C(C=C3C(=C2)N=CN=C3NC4=C(C=C(C=C4)Br)F)OC. Drug 2: CC12CCC3C(C1CCC2OP(=O)(O)O)CCC4=C3C=CC(=C4)OC(=O)N(CCCl)CCCl.[Na+]. Cell line: TK-10. Synergy scores: CSS=5.25, Synergy_ZIP=-8.49, Synergy_Bliss=-6.21, Synergy_Loewe=-26.6, Synergy_HSA=-5.99.